Dataset: Peptide-MHC class II binding affinity with 134,281 pairs from IEDB. Task: Regression. Given a peptide amino acid sequence and an MHC pseudo amino acid sequence, predict their binding affinity value. This is MHC class II binding data. (1) The MHC is DRB1_0301 with pseudo-sequence DRB1_0301. The peptide sequence is YIITPTNVSHIQSAVVSGRR. The binding affinity (normalized) is 0.723. (2) The peptide sequence is FKVAATAAATAPADD. The MHC is HLA-DPA10201-DPB10101 with pseudo-sequence HLA-DPA10201-DPB10101. The binding affinity (normalized) is 0.0919. (3) The MHC is DRB1_0401 with pseudo-sequence DRB1_0401. The peptide sequence is LAGDAAGAWRTAAVE. The binding affinity (normalized) is 0.201. (4) The peptide sequence is GAMAKKGDEQKLRSA. The MHC is DRB1_1201 with pseudo-sequence DRB1_1201. The binding affinity (normalized) is 0.335.